From a dataset of HIV replication inhibition screening data with 41,000+ compounds from the AIDS Antiviral Screen. Binary Classification. Given a drug SMILES string, predict its activity (active/inactive) in a high-throughput screening assay against a specified biological target. (1) The compound is COC(=O)c1cc(C(=O)OC)c(CC(=NNC(=O)C[N+](C)(C)C)C(=O)Nc2cccc(C(F)(F)F)c2)nc1CC(=NNC(=O)C[N+](C)(C)C)C(=O)Nc1cccc(C(F)(F)F)c1.[Cl-]. The result is 0 (inactive). (2) The molecule is CC(=O)NC1C(OCc2ccccc2)OC(COC(=O)CCCCCCCCCCNc2ccc([N+](=O)[O-])c3[nH]c4ccccc4c(=O)c23)C(O)C1OC(C)C(=O)NC(C)C(=O)NC(CCC(N)=O)C(=O)OCc1ccccc1. The result is 0 (inactive). (3) The drug is C[N+](C)(C)CC1CCc2ccccc2C1=O.[I-]. The result is 0 (inactive). (4) The molecule is O=S1OCCO1. The result is 0 (inactive). (5) The drug is O=C(Nc1ccccc1-c1nn(C(=S)Nc2ccccc2)c(=S)n(C(=S)Nc2ccccc2)c1=O)C(F)(F)F. The result is 0 (inactive). (6) The compound is O=S(=O)(O)c1c(Cl)c(Cl)c(O)c2ncccc12. The result is 0 (inactive). (7) The compound is CC(=O)C1CCC2C3CC=C4CC(OC5OC(COS(=O)(=O)O)C(O)C(O)C5O)CCC4(C)C3CCC12C.CCN(CC)CC. The result is 0 (inactive). (8) The molecule is COC(=O)c1ccc(CSc2ccccc2C(=O)OC)cc1. The result is 0 (inactive). (9) The compound is [O+]#C[Fe+]12(C#[O+])(C#[O+])[P-]3(c4ccccc4)c4ccccc4[P-]1(c1ccccc1)[Fe+]32(C#[O+])(C#[O+])C#[O+]. The result is 0 (inactive). (10) The molecule is c1c2c(cc3c1OCN(C1CC1)C3)OCN(C1CC1)C2. The result is 0 (inactive).